From a dataset of Full USPTO retrosynthesis dataset with 1.9M reactions from patents (1976-2016). Predict the reactants needed to synthesize the given product. (1) Given the product [Cl:21][C:15]1[CH:16]=[C:17]([F:20])[CH:18]=[CH:19][C:14]=1[CH:5]1[C:4]([C:22]([O:24][CH3:25])=[O:23])=[C:3]([CH2:2][N:26]2[CH2:31][CH2:30][O:29][CH2:28][C@@H:27]2[CH2:32][OH:33])[NH:8][C:7]([C:9]2[S:10][CH:11]=[CH:12][N:13]=2)=[N:6]1, predict the reactants needed to synthesize it. The reactants are: Br[CH2:2][C:3]1[NH:8][C:7]([C:9]2[S:10][CH:11]=[CH:12][N:13]=2)=[N:6][CH:5]([C:14]2[CH:19]=[CH:18][C:17]([F:20])=[CH:16][C:15]=2[Cl:21])[C:4]=1[C:22]([O:24][CH3:25])=[O:23].[NH:26]1[CH2:31][CH2:30][O:29][CH2:28][C@@H:27]1[CH2:32][OH:33]. (2) Given the product [CH:23]1([N:22]2[C:21]3[CH:29]=[CH:30][C:31]([C:33]([OH:35])=[O:34])=[CH:32][C:20]=3[N:19]=[C:18]2[C:13]2[CH:12]=[C:11]3[C:10](=[CH:15][CH:14]=2)[N:9]=[C:8]([CH2:17][CH2:16][N:66]2[CH:70]=[CH:69][CH:68]=[N:67]2)[CH:6]=[CH:7]3)[CH2:24][CH2:25][CH2:26][CH2:27][CH2:28]1, predict the reactants needed to synthesize it. The reactants are: BrC1C=CC(O)=[C:6]([C:8]2[CH:17]=[CH:16][C:15]3[C:10](=[CH:11][CH:12]=[C:13]([C:18]4[N:22]([CH:23]5[CH2:28][CH2:27][CH2:26][CH2:25][CH2:24]5)[C:21]5[CH:29]=[CH:30][C:31]([C:33]([OH:35])=[O:34])=[CH:32][C:20]=5[N:19]=4)[CH:14]=3)[N:9]=2)[CH:7]=1.C(OC(C1C=CC2N(C3CCCCC3)C(C3C=CC(N)=C(C=O)C=3)=NC=2C=1)=O)C.[N:66]1(CCC(=O)C)[CH:70]=[CH:69][CH:68]=[N:67]1.[OH-].[K+]. (3) Given the product [C:1]([C:3]1[CH:8]=[CH:7][C:6]([CH:9]([CH3:13])[C:10]([NH:48][CH2:47][C:46]2[C:41]([N:36]3[CH2:40][CH2:39][CH2:38][CH2:37]3)=[N:42][C:43]([C:49]([F:52])([F:50])[F:51])=[CH:44][CH:45]=2)=[O:12])=[CH:5][C:4]=1[CH3:14])#[N:2], predict the reactants needed to synthesize it. The reactants are: [C:1]([C:3]1[CH:8]=[CH:7][C:6]([CH:9]([CH3:13])[C:10]([OH:12])=O)=[CH:5][C:4]=1[CH3:14])#[N:2].CN(C)CCCN=C=NCC.ON1C2C=CC=CC=2N=N1.[N:36]1([C:41]2[C:46]([CH2:47][NH2:48])=[CH:45][CH:44]=[C:43]([C:49]([F:52])([F:51])[F:50])[N:42]=2)[CH2:40][CH2:39][CH2:38][CH2:37]1.C(N(CC)CC)C. (4) Given the product [F:1][C:2]1[CH:3]=[CH:4][C:5]([C:6]([N:8]([CH2:15][C:16]2[CH:21]=[C:20]([C:22]3[CH:49]=[CH:48][C:25]4[N:26]([C:29]([C:36]5[CH:41]=[CH:40][CH:39]=[CH:38][CH:37]=5)([C:42]5[CH:43]=[CH:44][CH:45]=[CH:46][CH:47]=5)[C:30]5[CH:35]=[CH:34][CH:33]=[CH:32][CH:31]=5)[N:27]=[N:28][C:24]=4[CH:23]=3)[CH:19]=[CH:18][C:17]=2[F:50])[CH:9]2[CH2:14][CH2:13][N:12]([CH:53]([CH3:55])[CH3:54])[CH2:11][CH2:10]2)=[O:7])=[CH:51][CH:52]=1, predict the reactants needed to synthesize it. The reactants are: [F:1][C:2]1[CH:52]=[CH:51][C:5]([C:6]([N:8]([CH2:15][C:16]2[CH:21]=[C:20]([C:22]3[CH:49]=[CH:48][C:25]4[N:26]([C:29]([C:42]5[CH:47]=[CH:46][CH:45]=[CH:44][CH:43]=5)([C:36]5[CH:41]=[CH:40][CH:39]=[CH:38][CH:37]=5)[C:30]5[CH:35]=[CH:34][CH:33]=[CH:32][CH:31]=5)[N:27]=[N:28][C:24]=4[CH:23]=3)[CH:19]=[CH:18][C:17]=2[F:50])[CH:9]2[CH2:14][CH2:13][NH:12][CH2:11][CH2:10]2)=[O:7])=[CH:4][CH:3]=1.[CH:53](I)([CH3:55])[CH3:54].C(=O)([O-])[O-].[K+].[K+]. (5) Given the product [NH2:19][C:14]1[CH:15]=[CH:16][CH:17]=[CH:18][C:13]=1[CH:12]1[N:7]2[N:6]=[C:5]([C:30]3[CH:35]=[CH:34][C:33]([O:36][C:37]4[CH:38]=[CH:39][C:40]([F:43])=[CH:41][CH:42]=4)=[CH:32][CH:31]=3)[C:4]([C:1]([NH2:2])=[O:3])=[C:8]2[NH:9][CH2:10][CH2:11]1, predict the reactants needed to synthesize it. The reactants are: [C:1]([C:4]1[C:5]([C:30]2[CH:35]=[CH:34][C:33]([O:36][C:37]3[CH:42]=[CH:41][C:40]([F:43])=[CH:39][CH:38]=3)=[CH:32][CH:31]=2)=[N:6][N:7]2[CH:12]([C:13]3[CH:18]=[CH:17][CH:16]=[CH:15][C:14]=3[NH:19]C(=O)OCC3C=CC=CC=3)[CH2:11][CH2:10][NH:9][C:8]=12)(=[O:3])[NH2:2]. (6) Given the product [CH:31]([C:34]1[CH:39]=[C:38]([C:10]2[CH:11]=[CH:12][C:13]3[N:19]4[CH2:20][C@H:16]([CH2:17][CH2:18]4)[N:15]([C:21]([NH:23][C:24]4[CH:29]=[N:28][CH:27]=[CH:26][N:25]=4)=[O:22])[C:14]=3[N:30]=2)[CH:37]=[CH:36][N:35]=1)([CH3:33])[CH3:32], predict the reactants needed to synthesize it. The reactants are: P([O-])([O-])([O-])=O.[K+].[K+].[K+].Cl[C:10]1[CH:11]=[CH:12][C:13]2[N:19]3[CH2:20][C@H:16]([CH2:17][CH2:18]3)[N:15]([C:21]([NH:23][C:24]3[CH:29]=[N:28][CH:27]=[CH:26][N:25]=3)=[O:22])[C:14]=2[N:30]=1.[CH:31]([C:34]1[CH:39]=[C:38](B(O)O)[CH:37]=[CH:36][N:35]=1)([CH3:33])[CH3:32].CC(C1C=C(C(C)C)C(C2C=CC=CC=2P(C2CCCCC2)C2CCCCC2)=C(C(C)C)C=1)C. (7) Given the product [CH2:1]([N:5]1[C:13]2[C:12](=[O:14])[N:11]([CH2:15][O:16][C:17](=[O:22])[C:18]([CH3:21])([CH3:20])[CH3:19])[C:10](=[O:23])[N:9]([CH2:44][CH2:43][O:45][CH2:46][CH3:47])[C:8]=2[N:7]=[C:6]1[N:24]1[CH2:25][CH2:26][N:27]([C:30]([O:32][C:33]([CH3:36])([CH3:35])[CH3:34])=[O:31])[CH2:28][CH2:29]1)[C:2]#[C:3][CH3:4], predict the reactants needed to synthesize it. The reactants are: [CH2:1]([N:5]1[C:13]2[C:12](=[O:14])[N:11]([CH2:15][O:16][C:17](=[O:22])[C:18]([CH3:21])([CH3:20])[CH3:19])[C:10](=[O:23])[NH:9][C:8]=2[N:7]=[C:6]1[N:24]1[CH2:29][CH2:28][N:27]([C:30]([O:32][C:33]([CH3:36])([CH3:35])[CH3:34])=[O:31])[CH2:26][CH2:25]1)[C:2]#[C:3][CH3:4].C(=O)([O-])[O-].[K+].[K+].[CH2:43]([O:45][CH2:46][CH2:47]Br)[CH3:44]. (8) Given the product [O:34]=[C:22]1[CH2:23][C:24]([C:26]2[CH:27]=[C:28]([CH:29]=[CH:30][CH:31]=2)[C:32]#[N:33])=[N:7][C:8]2[CH:13]=[CH:12][C:11]([C:14]3[CH:15]=[C:16]([CH3:36])[CH:17]=[CH:18][CH:19]=3)=[CH:10][C:9]=2[NH:21]1, predict the reactants needed to synthesize it. The reactants are: C(OC(=O)[NH:7][C:8]1[CH:13]=[CH:12][C:11]([C:14]2[CH:19]=[CH:18][CH:17]=[C:16](C)[CH:15]=2)=[CH:10][C:9]=1[NH:21][C:22](=[O:34])[CH2:23][C:24]([C:26]1[CH:31]=[CH:30][CH:29]=[C:28]([C:32]#[N:33])[CH:27]=1)=O)(C)(C)C.[C:36](O)(C(F)(F)F)=O. (9) Given the product [CH3:1][S:2]([O:5][CH2:6][CH:7]([NH:15][C:16]([O:18][C:19]([CH3:22])([CH3:21])[CH3:20])=[O:17])[C:8]1[CH:13]=[CH:12][C:11]([Cl:14])=[CH:10][CH:9]=1)(=[O:3])=[O:4].[NH2:23][CH:24]([C:28]1[CH:33]=[CH:32][C:31]([Cl:34])=[CH:30][CH:29]=1)[CH2:25][OH:26], predict the reactants needed to synthesize it. The reactants are: [CH3:1][S:2]([O:5][CH2:6][CH:7]([NH:15][C:16]([O:18][C:19]([CH3:22])([CH3:21])[CH3:20])=[O:17])[C:8]1[CH:13]=[CH:12][C:11]([Cl:14])=[CH:10][CH:9]=1)(=[O:4])=[O:3].[NH2:23][CH:24]([C:28]1[CH:33]=[CH:32][C:31]([Cl:34])=[CH:30][CH:29]=1)[C:25](O)=[O:26].[BH4-].[Na+].II.